From a dataset of NCI-60 drug combinations with 297,098 pairs across 59 cell lines. Regression. Given two drug SMILES strings and cell line genomic features, predict the synergy score measuring deviation from expected non-interaction effect. (1) Drug 1: C1CC(=O)NC(=O)C1N2CC3=C(C2=O)C=CC=C3N. Drug 2: COC1=NC(=NC2=C1N=CN2C3C(C(C(O3)CO)O)O)N. Cell line: NCI-H522. Synergy scores: CSS=0.606, Synergy_ZIP=-1.37, Synergy_Bliss=-2.92, Synergy_Loewe=-2.46, Synergy_HSA=-2.49. (2) Drug 1: C1C(C(OC1N2C=NC3=C(N=C(N=C32)Cl)N)CO)O. Drug 2: CCC1=C2CN3C(=CC4=C(C3=O)COC(=O)C4(CC)O)C2=NC5=C1C=C(C=C5)O. Cell line: SF-268. Synergy scores: CSS=35.5, Synergy_ZIP=-5.56, Synergy_Bliss=-0.0265, Synergy_Loewe=-53.5, Synergy_HSA=-4.02. (3) Drug 1: CC1=C(C=C(C=C1)NC(=O)C2=CC=C(C=C2)CN3CCN(CC3)C)NC4=NC=CC(=N4)C5=CN=CC=C5. Drug 2: C1CN1C2=NC(=NC(=N2)N3CC3)N4CC4. Cell line: SW-620. Synergy scores: CSS=18.4, Synergy_ZIP=-2.80, Synergy_Bliss=-2.68, Synergy_Loewe=-13.8, Synergy_HSA=-3.46.